From a dataset of Reaction yield outcomes from USPTO patents with 853,638 reactions. Predict the reaction yield, written as a fraction of the theoretical maximum amount of product (1.0 means a 100% yield; for example, 0.34 means a 34% yield). (1) The reactants are [Br:1][C:2]1[CH:11]=[CH:10][CH:9]=[C:8]2[C:3]=1[C:4](=[O:22])[N:5]([CH2:14][C:15]1[CH:20]=[CH:19][CH:18]=[CH:17][C:16]=1[Cl:21])[C:6]([CH2:12]Cl)=[N:7]2.C(=O)([O-])[O-].[K+].[K+].[Si]([O:36][C:37]1[CH:38]=[C:39]([C:43]2[C:51]3[C:46](=[N:47][CH:48]=[N:49][C:50]=3[NH2:52])[NH:45][N:44]=2)[CH:40]=[CH:41][CH:42]=1)(C(C)(C)C)(C)C. The catalyst is CN(C=O)C. The product is [NH2:52][C:50]1[N:49]=[CH:48][N:47]=[C:46]2[N:45]([CH2:12][C:6]3[N:5]([CH2:14][C:15]4[CH:20]=[CH:19][CH:18]=[CH:17][C:16]=4[Cl:21])[C:4](=[O:22])[C:3]4[C:8](=[CH:9][CH:10]=[CH:11][C:2]=4[Br:1])[N:7]=3)[N:44]=[C:43]([C:39]3[CH:40]=[CH:41][CH:42]=[C:37]([OH:36])[CH:38]=3)[C:51]=12. The yield is 0.640. (2) The reactants are [CH3:1][C@@:2]1([OH:44])[C@@H:30]([CH2:31][O:32][C:33](=[O:41])[CH2:34][O:35]C2CCCO2)[O:29][C@@H:5]([O:6][C:7]2[CH:12]=[C:11]([CH2:13][O:14]C3CCCO3)[CH:10]=[CH:9][C:8]=2[CH2:20][C:21]2[CH:26]=[CH:25][C:24]([CH2:27][CH3:28])=[CH:23][CH:22]=2)[C@H:4]([OH:42])[C@H:3]1[OH:43].CC1C=CC(S(O)(=O)=O)=CC=1.C(Cl)Cl. The catalyst is CO. The product is [CH3:1][C@@:2]1([OH:44])[C@@H:30]([CH2:31][O:32][C:33](=[O:41])[CH2:34][OH:35])[O:29][C@@H:5]([O:6][C:7]2[CH:12]=[C:11]([CH2:13][OH:14])[CH:10]=[CH:9][C:8]=2[CH2:20][C:21]2[CH:22]=[CH:23][C:24]([CH2:27][CH3:28])=[CH:25][CH:26]=2)[C@H:4]([OH:42])[C@H:3]1[OH:43]. The yield is 0.790. (3) The reactants are [CH3:1][N:2]([CH3:13])[CH2:3][C:4]1[C:12]2[C:7](=[N:8][CH:9]=[CH:10][CH:11]=2)[NH:6][CH:5]=1.CN(C)C=O.[H-].[Na+].[CH:21]([Si:24](Cl)([CH:28]([CH3:30])[CH3:29])[CH:25]([CH3:27])[CH3:26])([CH3:23])[CH3:22]. The catalyst is O. The product is [CH3:1][N:2]([CH3:13])[CH2:3][C:4]1[C:12]2[C:7](=[N:8][CH:9]=[CH:10][CH:11]=2)[N:6]([Si:24]([CH:28]([CH3:30])[CH3:29])([CH:25]([CH3:27])[CH3:26])[CH:21]([CH3:23])[CH3:22])[CH:5]=1. The yield is 0.588.